This data is from Peptide-MHC class I binding affinity with 185,985 pairs from IEDB/IMGT. The task is: Regression. Given a peptide amino acid sequence and an MHC pseudo amino acid sequence, predict their binding affinity value. This is MHC class I binding data. (1) The peptide sequence is SWIPKRNRSI. The MHC is HLA-A24:02 with pseudo-sequence HLA-A24:02. The binding affinity (normalized) is 0.0225. (2) The peptide sequence is MSFLEKDAPY. The MHC is HLA-A29:02 with pseudo-sequence HLA-A29:02. The binding affinity (normalized) is 0.500. (3) The peptide sequence is LWLTDNTHI. The MHC is HLA-A68:02 with pseudo-sequence HLA-A68:02. The binding affinity (normalized) is 0.